From a dataset of Catalyst prediction with 721,799 reactions and 888 catalyst types from USPTO. Predict which catalyst facilitates the given reaction. Product: [OH:38][C@H:31]([C:32]1[CH:37]=[CH:36][CH:35]=[CH:34][CH:33]=1)[CH2:30][N:8]([CH2:9][CH2:10][C:11]1[CH:12]=[CH:13][C:14]([C:17]2[CH:22]=[CH:21][C:20]([C:23]([NH:43][S:40]([CH3:39])(=[O:42])=[O:41])=[O:24])=[C:19]([S:26][CH:27]([CH3:29])[CH3:28])[CH:18]=2)=[CH:15][CH:16]=1)[C:6](=[O:7])[O:5][C:1]([CH3:4])([CH3:2])[CH3:3]. Reactant: [C:1]([O:5][C:6]([N:8]([CH2:30][C@H:31]([OH:38])[C:32]1[CH:37]=[CH:36][CH:35]=[CH:34][CH:33]=1)[CH2:9][CH2:10][C:11]1[CH:16]=[CH:15][C:14]([C:17]2[CH:22]=[CH:21][C:20]([C:23](O)=[O:24])=[C:19]([S:26][CH:27]([CH3:29])[CH3:28])[CH:18]=2)=[CH:13][CH:12]=1)=[O:7])([CH3:4])([CH3:3])[CH3:2].[CH3:39][S:40]([NH2:43])(=[O:42])=[O:41].Cl.CN(C)CCCN=C=NCC.Cl. The catalyst class is: 546.